Predict the reactants needed to synthesize the given product. From a dataset of Full USPTO retrosynthesis dataset with 1.9M reactions from patents (1976-2016). (1) Given the product [CH3:18][C:33]([C:32]1[CH:35]=[CH:36][C:29]([O:28][CH2:27][CH2:26][CH2:25][N:13]2[CH2:12][CH2:11][CH:10]([C:7]3[C:6]4[CH:16]=[CH:17][C:3]([F:2])=[CH:4][C:5]=4[O:9][N:8]=3)[CH2:15][CH2:14]2)=[C:30]([O:37][CH3:38])[CH:31]=1)=[O:41], predict the reactants needed to synthesize it. The reactants are: Cl.[F:2][C:3]1[CH:17]=[CH:16][C:6]2[C:7]([CH:10]3[CH2:15][CH2:14][NH:13][CH2:12][CH2:11]3)=[N:8][O:9][C:5]=2[CH:4]=1.[C:18](=O)([O-])[O-].[K+].[K+].Cl[CH2:25][CH2:26][CH2:27][O:28][C:29]1[CH:36]=[CH:35][C:32]([C:33]#N)=[CH:31][C:30]=1[O:37][CH3:38].[I-].[K+].[OH2:41]. (2) The reactants are: [OH:1][C:2]12[CH2:8][N:5]([CH2:6][CH2:7]1)[CH2:4][CH2:3]2.[Li+].CC([N-]C(C)C)C.[CH2:17]([N:24]([C:28]1[CH:33]=[CH:32][CH:31]=[CH:30][CH:29]=1)[C:25](Cl)=[O:26])[C:18]1[CH:23]=[CH:22][CH:21]=[CH:20][CH:19]=1. Given the product [N:5]12[CH2:8][C:2]([O:1][C:25](=[O:26])[N:24]([CH2:17][C:18]3[CH:23]=[CH:22][CH:21]=[CH:20][CH:19]=3)[C:28]3[CH:33]=[CH:32][CH:31]=[CH:30][CH:29]=3)([CH2:7][CH2:6]1)[CH2:3][CH2:4]2, predict the reactants needed to synthesize it.